This data is from Full USPTO retrosynthesis dataset with 1.9M reactions from patents (1976-2016). The task is: Predict the reactants needed to synthesize the given product. (1) Given the product [Cl:1][C:2]1[CH:23]=[CH:22][C:5]([C:6]([N:8]([C:9]2[CH:20]=[CH:19][CH:18]=[CH:17][C:10]=2[O:11][CH2:12][CH2:13][NH:61][C:41]([NH:40][S:37]([CH3:36])(=[O:39])=[O:38])=[O:44])[CH3:21])=[O:7])=[CH:4][C:3]=1[C:24]1[CH:25]=[N:26][C:27]([C:32]([F:35])([F:34])[F:33])=[CH:28][C:29]=1[C:30]#[N:31], predict the reactants needed to synthesize it. The reactants are: [Cl:1][C:2]1[CH:23]=[CH:22][C:5]([C:6]([N:8]([CH3:21])[C:9]2[CH:20]=[CH:19][CH:18]=[CH:17][C:10]=2[O:11][CH2:12][CH2:13]C(O)=O)=[O:7])=[CH:4][C:3]=1[C:24]1[CH:25]=[N:26][C:27]([C:32]([F:35])([F:34])[F:33])=[CH:28][C:29]=1[C:30]#[N:31].[CH3:36][S:37]([NH2:40])(=[O:39])=[O:38].[C:41]([O-:44])([O-])=O.[K+].[K+].C1(P([N:61]=[N+]=[N-])(C2C=CC=CC=2)=O)C=CC=CC=1.OS([O-])(=O)=O.[Na+]. (2) Given the product [ClH:2].[ClH:1].[NH2:30][C@H:10]([CH2:9][C:6]1[CH:7]=[CH:8][C:3]([Cl:2])=[CH:4][CH:5]=1)[C:11]([N:13]1[CH2:18][CH2:17][N:16]([C:19]2[C:20]3[CH2:27][S:26](=[O:29])(=[O:28])[CH2:25][C:21]=3[N:22]=[CH:23][N:24]=2)[CH2:15][CH2:14]1)=[O:12], predict the reactants needed to synthesize it. The reactants are: [ClH:1].[Cl:2][C:3]1[CH:8]=[CH:7][C:6]([CH2:9][CH:10]([NH:30]C(=O)[O-])[C:11]([N:13]2[CH2:18][CH2:17][N:16]([C:19]3[C:20]4[CH2:27][S:26](=[O:29])(=[O:28])[CH2:25][C:21]=4[N:22]=[CH:23][N:24]=3)[CH2:15][CH2:14]2)=[O:12])=[CH:5][CH:4]=1. (3) Given the product [C:19]1([P:12]([C:13]2[CH:14]=[CH:15][CH:16]=[CH:17][CH:18]=2)[C:2]2[CH:3]=[C:4]([CH:7]=[CH:8][C:9]=2[CH3:10])[CH:5]=[CH2:6])[CH:20]=[CH:21][CH:22]=[CH:23][CH:24]=1, predict the reactants needed to synthesize it. The reactants are: Br[C:2]1[CH:3]=[C:4]([CH:7]=[CH:8][C:9]=1[CH3:10])[CH:5]=[CH2:6].Cl[P:12]([C:19]1[CH:24]=[CH:23][CH:22]=[CH:21][CH:20]=1)[C:13]1[CH:18]=[CH:17][CH:16]=[CH:15][CH:14]=1.[NH4+].[Cl-].